The task is: Binary Classification. Given a drug SMILES string, predict its activity (active/inactive) in a high-throughput screening assay against a specified biological target.. This data is from M1 muscarinic receptor antagonist screen with 61,756 compounds. (1) The compound is S(=O)(=O)(N(CC1OCCOC1)Cc1cc2c([nH]c1=O)cc(OC)cc2)c1ccc(OC)cc1. The result is 0 (inactive). (2) The drug is O=C1N(C(=O)CC1N1CCN(CC1)C(=O)c1ccccc1)CCc1ccccc1. The result is 0 (inactive). (3) The compound is S(=O)(=O)(N1CC(CCC1)C(=O)Nc1cc2OCOc2cc1)c1c(noc1/C=C\N(C)C)C. The result is 0 (inactive). (4) The compound is S(=O)(=O)(N(CC)CC)c1cc2[nH]c(nc2cc1)COC(=O)c1n[nH]c2c1cccc2. The result is 0 (inactive). (5) The compound is O1c2n[nH]c(c2C(c2c(OCC)cc(O)cc2)C(=C1N)C#N)CCC. The result is 0 (inactive). (6) The result is 0 (inactive). The molecule is S(=O)(=O)(N(c1ccccc1)CC(O)=O)c1c(OC)ccc(c1)C.